This data is from Forward reaction prediction with 1.9M reactions from USPTO patents (1976-2016). The task is: Predict the product of the given reaction. (1) Given the reactants Cl.[S:2]1[CH:6]=[CH:5][CH:4]=[C:3]1[CH2:7][O:8][CH:9]1[CH2:12][NH:11][CH2:10]1.CCN=C=NCCCN(C)C.C1C=CC2N(O)N=NC=2C=1.C(N(C(C)C)CC)(C)C.Cl.[CH3:44][O:45][C:46]1[CH:69]=[CH:68][C:49]([CH2:50][N:51]2[CH2:57][C:56]3[CH:58]=[C:59](/[CH:62]=[CH:63]/[C:64](O)=[O:65])[CH:60]=[N:61][C:55]=3[NH:54][C:53](=[O:67])[CH2:52]2)=[CH:48][CH:47]=1, predict the reaction product. The product is: [CH3:44][O:45][C:46]1[CH:69]=[CH:68][C:49]([CH2:50][N:51]2[CH2:57][C:56]3[CH:58]=[C:59](/[CH:62]=[CH:63]/[C:64](=[O:65])[N:11]4[CH2:12][CH:9]([O:8][CH2:7][C:3]5[S:2][CH:6]=[CH:5][CH:4]=5)[CH2:10]4)[CH:60]=[N:61][C:55]=3[NH:54][C:53](=[O:67])[CH2:52]2)=[CH:48][CH:47]=1. (2) Given the reactants [CH2:1](Br)[C:2](=[CH2:4])[CH3:3].[CH2:6]([O:8][C:9](=[O:16])[C:10]([C:12]([F:15])([F:14])[F:13])=[O:11])[CH3:7].[Cl-].[NH4+].C(OCC)(=O)C, predict the reaction product. The product is: [CH2:6]([O:8][C:9](=[O:16])[C:10]([OH:11])([C:12]([F:13])([F:15])[F:14])[CH2:3][C:2](=[CH2:1])[CH3:4])[CH3:7]. (3) The product is: [C:1]([C:4]1[C:12]2[C:7](=[CH:8][C:9]([OH:13])=[CH:10][CH:11]=2)[N:6]([CH2:21][C:22]([O:24][C:25]([CH3:28])([CH3:27])[CH3:26])=[O:23])[CH:5]=1)(=[O:3])[CH3:2]. Given the reactants [C:1]([C:4]1[C:12]2[C:7](=[CH:8][C:9]([O:13]CC3C=CC=CC=3)=[CH:10][CH:11]=2)[N:6]([CH2:21][C:22]([O:24][C:25]([CH3:28])([CH3:27])[CH3:26])=[O:23])[CH:5]=1)(=[O:3])[CH3:2], predict the reaction product. (4) Given the reactants [Cl:1][C:2]1[CH:7]=[CH:6][CH:5]=[CH:4][C:3]=1[N:8]1[C:12]([NH2:13])=[CH:11][C:10]([C:14]2[CH:19]=[CH:18][C:17]([F:20])=[CH:16][CH:15]=2)=[N:9]1.Cl[C:22]1[N:32]=[CH:31][CH:30]=[CH:29][C:23]=1[C:24]([O:26][CH2:27][CH3:28])=[O:25].C1C=CC(P(C2C(C3C(P(C4C=CC=CC=4)C4C=CC=CC=4)=CC=C4C=3C=CC=C4)=C3C(C=CC=C3)=CC=2)C2C=CC=CC=2)=CC=1.C([O-])([O-])=O.[Cs+].[Cs+], predict the reaction product. The product is: [Cl:1][C:2]1[CH:7]=[CH:6][CH:5]=[CH:4][C:3]=1[N:8]1[C:12]([NH:13][C:22]2[N:32]=[CH:31][CH:30]=[CH:29][C:23]=2[C:24]([O:26][CH2:27][CH3:28])=[O:25])=[CH:11][C:10]([C:14]2[CH:19]=[CH:18][C:17]([F:20])=[CH:16][CH:15]=2)=[N:9]1.